From a dataset of Catalyst prediction with 721,799 reactions and 888 catalyst types from USPTO. Predict which catalyst facilitates the given reaction. (1) Reactant: [CH3:1][C:2]1[O:6][C:5]([C:7]2[CH:12]=[CH:11][CH:10]=[CH:9][CH:8]=2)=[N:4][C:3]=1[CH2:13][O:14][C:15]1[CH:23]=[CH:22][C:18]([CH2:19][O:20][NH2:21])=[CH:17][CH:16]=1.O=[C:25]1[C:33]2[C:28](=[CH:29][CH:30]=[CH:31][CH:32]=2)[CH:27]([C:34]([OH:36])=[O:35])[CH2:26]1.C(O)(=O)C.C([O-])(=O)C.[Na+]. Product: [CH3:1][C:2]1[O:6][C:5]([C:7]2[CH:8]=[CH:9][CH:10]=[CH:11][CH:12]=2)=[N:4][C:3]=1[CH2:13][O:14][C:15]1[CH:16]=[CH:17][C:18]([CH2:19][O:20]/[N:21]=[C:25]2\[CH2:26][CH:27]([C:34]([OH:36])=[O:35])[C:28]3[C:33]\2=[CH:32][CH:31]=[CH:30][CH:29]=3)=[CH:22][CH:23]=1. The catalyst class is: 97. (2) Reactant: [CH:1]1[C:9]2[C:8]3[CH2:10][CH2:11][CH2:12][CH2:13][CH2:14][CH2:15][C:7]=3[O:6][C:5]=2[CH:4]=[CH:3][C:2]=1[NH2:16].[O:17]1[CH:21]=[CH:20][CH:19]=[C:18]1[C:22](Cl)=[O:23]. Product: [CH:1]1[C:9]2[C:8]3[CH2:10][CH2:11][CH2:12][CH2:13][CH2:14][CH2:15][C:7]=3[O:6][C:5]=2[CH:4]=[CH:3][C:2]=1[NH:16][C:22]([C:18]1[O:17][CH:21]=[CH:20][CH:19]=1)=[O:23]. The catalyst class is: 4. (3) Reactant: [Cl:1][C:2]1[CH:7]=[CH:6][C:5](I)=[CH:4][CH:3]=1.[CH3:9][N:10]1[CH:14]=[CH:13][N:12]=[CH:11]1.C1(P(C2CCCCC2)C2CCCCC2)CCCCC1.[H+].[B-](F)(F)(F)F.C([O-])([O-])=O.[Cs+].[Cs+]. Product: [Cl:1][C:2]1[CH:7]=[CH:6][C:5]([C:14]2[N:10]([CH3:9])[CH:11]=[N:12][CH:13]=2)=[CH:4][CH:3]=1. The catalyst class is: 416. (4) Reactant: [Cl:1][C:2]1[C:3]([N:17]2[CH2:22][CH2:21][CH:20]([C:23](O)=[O:24])[CH2:19][CH2:18]2)=[N:4][CH:5]=[C:6]([C:10]2[O:11][C:12]([CH2:15][CH3:16])=[CH:13][N:14]=2)[C:7]=1[O:8][CH3:9].CCN=C=NCCCN(C)C.C1C=CC2N(O)N=NC=2C=1.[Cl:47][C:48]1[S:52][C:51]([S:53]([NH2:56])(=[O:55])=[O:54])=[CH:50][CH:49]=1.CCN(C(C)C)C(C)C. Product: [Cl:1][C:2]1[C:3]([N:17]2[CH2:18][CH2:19][CH:20]([C:23]([NH:56][S:53]([C:51]3[S:52][C:48]([Cl:47])=[CH:49][CH:50]=3)(=[O:55])=[O:54])=[O:24])[CH2:21][CH2:22]2)=[N:4][CH:5]=[C:6]([C:10]2[O:11][C:12]([CH2:15][CH3:16])=[CH:13][N:14]=2)[C:7]=1[O:8][CH3:9]. The catalyst class is: 91.